This data is from TCR-epitope binding with 47,182 pairs between 192 epitopes and 23,139 TCRs. The task is: Binary Classification. Given a T-cell receptor sequence (or CDR3 region) and an epitope sequence, predict whether binding occurs between them. (1) The epitope is FLKEKGGL. The TCR CDR3 sequence is CASRNSGRFETQYF. Result: 0 (the TCR does not bind to the epitope). (2) The epitope is TLIGDCATV. The TCR CDR3 sequence is CASRTGGEAFF. Result: 1 (the TCR binds to the epitope). (3) The epitope is RIFTIGTVTLK. The TCR CDR3 sequence is CASSYYAAGLGTGELFF. Result: 0 (the TCR does not bind to the epitope).